From a dataset of Retrosynthesis with 50K atom-mapped reactions and 10 reaction types from USPTO. Predict the reactants needed to synthesize the given product. (1) Given the product CC(C)(C)OC(=O)N1CCC2(CC1)C(=O)Nc1cc(Br)ccc12, predict the reactants needed to synthesize it. The reactants are: CC(C)(C)OC(=O)OC(=O)OC(C)(C)C.O=C1Nc2cc(Br)ccc2C12CCNCC2. (2) Given the product O=[N+]([O-])c1ccc(Cl)c(S(=O)(=O)NCC2CC2)c1Cl, predict the reactants needed to synthesize it. The reactants are: NCC1CC1.O=[N+]([O-])c1ccc(Cl)c(S(=O)(=O)Cl)c1Cl. (3) Given the product Cc1cccc(Nc2cc(NCc3ccccc3)c(C#N)cn2)c1, predict the reactants needed to synthesize it. The reactants are: Cc1cccc(N)c1.N#Cc1cnc(Cl)cc1NCc1ccccc1. (4) Given the product COc1ccc(CCN2CCC(C(=O)c3nc4ccccc4n3Cc3ccc(F)cc3)CC2)cc1, predict the reactants needed to synthesize it. The reactants are: COc1ccc(CCBr)cc1.O=C(c1nc2ccccc2n1Cc1ccc(F)cc1)C1CCNCC1.